Dataset: Reaction yield outcomes from USPTO patents with 853,638 reactions. Task: Predict the reaction yield, written as a fraction of the theoretical maximum amount of product (1.0 means a 100% yield; for example, 0.34 means a 34% yield). (1) The reactants are CC1(C)C2C(=C(P(C3C=CC=CC=3)C3C=CC=CC=3)C=CC=2)OC2C(P(C3C=CC=CC=3)C3C=CC=CC=3)=CC=CC1=2.C([O-])([O-])=O.[Cs+].[Cs+].Cl[C:50]1[C:55](=[O:56])[N:54]([CH3:57])[CH:53]=[C:52]2[CH2:58][N:59]([CH2:62][CH2:63][C:64]3[N:65]=[C:66]4[CH:71]=[CH:70][CH:69]=[CH:68][N:67]4[CH:72]=3)[C:60](=[O:61])[C:51]=12.[NH:73]1[CH2:78][CH2:77][O:76][CH2:75][CH2:74]1. The catalyst is O1CCOCC1.C([O-])(=O)C.C([O-])(=O)C.[Pd+2]. The product is [N:65]1[C:64]([CH2:63][CH2:62][N:59]2[C:60](=[O:61])[C:51]3[C:52](=[CH:53][N:54]([CH3:57])[C:55](=[O:56])[C:50]=3[N:73]3[CH2:78][CH2:77][O:76][CH2:75][CH2:74]3)[CH2:58]2)=[CH:72][N:67]2[CH:68]=[CH:69][CH:70]=[CH:71][C:66]=12. The yield is 0.210. (2) The reactants are [Mg].Cl[CH:3]1[CH2:8][CH2:7][O:6][CH2:5][CH2:4]1.[O:9]=[C:10]1[C:15]([CH2:16][C:17]2[CH:22]=[CH:21][C:20]([C:23]3[C:24]([C:29]#[N:30])=[CH:25][CH:26]=[CH:27][CH:28]=3)=[CH:19][CH:18]=2)=[C:14]([CH2:31][CH2:32][CH3:33])[N:13]2[N:34]=[CH:35][N:36]=[C:12]2[N:11]1[CH:37]1[CH2:42][CH2:41][C:40](=[O:43])[CH2:39][CH2:38]1.Cl. The catalyst is BrCCBr.O1CCCC1. The product is [OH:43][C:40]1([CH:3]2[CH2:8][CH2:7][O:6][CH2:5][CH2:4]2)[CH2:41][CH2:42][CH:37]([N:11]2[C:10](=[O:9])[C:15]([CH2:16][C:17]3[CH:22]=[CH:21][C:20]([C:23]4[C:24]([C:29]#[N:30])=[CH:25][CH:26]=[CH:27][CH:28]=4)=[CH:19][CH:18]=3)=[C:14]([CH2:31][CH2:32][CH3:33])[N:13]3[N:34]=[CH:35][N:36]=[C:12]23)[CH2:38][CH2:39]1. The yield is 0.200. (3) The reactants are [H-].[Na+].[CH2:3]([O:5][C:6](=[O:17])[C:7]1[CH:12]=[C:11]([CH3:13])[N:10]=[C:9]([SH:14])[C:8]=1[C:15]#[N:16])[CH3:4].Br[CH2:19][C:20]([NH2:22])=[O:21]. The catalyst is C1COCC1.[N+](CCCC)(CCCC)(CCCC)CCCC.[I-]. The product is [CH2:3]([O:5][C:6]([C:7]1[C:8]2[C:15]([NH2:16])=[C:19]([C:20](=[O:21])[NH2:22])[S:14][C:9]=2[N:10]=[C:11]([CH3:13])[CH:12]=1)=[O:17])[CH3:4]. The yield is 0.600. (4) The yield is 0.800. The reactants are [NH2:1][C:2]1[CH:7]=[CH:6][C:5]([CH3:8])=[CH:4][C:3]=1[C:9]([CH:11]1[CH2:13][CH2:12]1)=[O:10].[CH3:14]ON(C)C(C1CCC1)=O. The product is [NH2:1][C:2]1[CH:7]=[CH:6][C:5]([CH3:8])=[CH:4][C:3]=1[C:9]([CH:11]1[CH2:13][CH2:12][CH2:14]1)=[O:10]. No catalyst specified. (5) The reactants are [NH2:1][C@H:2]([C:4]1[N:9]([C:10]2[CH:15]=[CH:14][CH:13]=[CH:12][CH:11]=2)[C:8](=[O:16])[C:7]2=[C:17]([CH3:20])[CH:18]=[CH:19][N:6]2[N:5]=1)[CH3:3].Cl[C:22]1[C:23]2[CH:30]=[CH:29][S:28][C:24]=2[N:25]=[CH:26][N:27]=1.C(N(CC)C(C)C)(C)C. The catalyst is C(O)CCC. The product is [CH3:20][C:17]1[CH:18]=[CH:19][N:6]2[C:7]=1[C:8](=[O:16])[N:9]([C:10]1[CH:15]=[CH:14][CH:13]=[CH:12][CH:11]=1)[C:4]([C@@H:2]([NH:1][C:22]1[C:23]3[CH:30]=[CH:29][S:28][C:24]=3[N:25]=[CH:26][N:27]=1)[CH3:3])=[N:5]2. The yield is 0.560.